Dataset: NCI-60 drug combinations with 297,098 pairs across 59 cell lines. Task: Regression. Given two drug SMILES strings and cell line genomic features, predict the synergy score measuring deviation from expected non-interaction effect. (1) Drug 1: CC(C1=C(C=CC(=C1Cl)F)Cl)OC2=C(N=CC(=C2)C3=CN(N=C3)C4CCNCC4)N. Drug 2: CC1=C(C=C(C=C1)NC(=O)C2=CC=C(C=C2)CN3CCN(CC3)C)NC4=NC=CC(=N4)C5=CN=CC=C5. Cell line: NCI-H522. Synergy scores: CSS=2.80, Synergy_ZIP=-0.758, Synergy_Bliss=-5.09, Synergy_Loewe=-7.28, Synergy_HSA=-6.88. (2) Synergy scores: CSS=5.54, Synergy_ZIP=3.21, Synergy_Bliss=9.33, Synergy_Loewe=5.31, Synergy_HSA=4.04. Drug 1: CC1C(C(CC(O1)OC2CC(CC3=C2C(=C4C(=C3O)C(=O)C5=C(C4=O)C(=CC=C5)OC)O)(C(=O)CO)O)N)O.Cl. Cell line: HT29. Drug 2: C1CNP(=O)(OC1)N(CCCl)CCCl.